Dataset: Forward reaction prediction with 1.9M reactions from USPTO patents (1976-2016). Task: Predict the product of the given reaction. Given the reactants [CH3:1][O:2][C:3]1[CH:4]=[C:5]2[C:9](=[CH:10][CH:11]=1)[NH:8][C:7](=[O:12])[CH2:6]2.[CH:13]([C:15]1[CH:23]=[C:22]2[C:18]([C:19](/[CH:24]=[CH:25]/[C:26]([O:28][CH2:29][CH3:30])=[O:27])=[N:20][NH:21]2)=[CH:17][CH:16]=1)=O, predict the reaction product. The product is: [CH3:1][O:2][C:3]1[CH:4]=[C:5]2[C:9](=[CH:10][CH:11]=1)[NH:8][C:7](=[O:12])/[C:6]/2=[CH:13]/[C:15]1[CH:23]=[C:22]2[C:18]([C:19](/[CH:24]=[CH:25]/[C:26]([O:28][CH2:29][CH3:30])=[O:27])=[N:20][NH:21]2)=[CH:17][CH:16]=1.